This data is from Reaction yield outcomes from USPTO patents with 853,638 reactions. The task is: Predict the reaction yield, written as a fraction of the theoretical maximum amount of product (1.0 means a 100% yield; for example, 0.34 means a 34% yield). The reactants are FC(F)(F)S(O[C:7]1[N:8]=[CH:9][CH:10]=[C:11]2[C:16]=1[N:15]([C:17](=[O:19])[CH3:18])[CH:14]([CH2:20][CH2:21][CH3:22])[CH:13]([CH3:23])[CH:12]2[NH:24]C(OCC1C=CC=CC=1)=O)(=O)=O. The catalyst is CO.[Pd]. The product is [NH2:24][C@H:12]1[C:11]2[C:16](=[CH:7][N:8]=[CH:9][CH:10]=2)[N:15]([C:17](=[O:19])[CH3:18])[C@@H:14]([CH2:20][CH2:21][CH3:22])[C@@H:13]1[CH3:23]. The yield is 0.740.